From a dataset of Full USPTO retrosynthesis dataset with 1.9M reactions from patents (1976-2016). Predict the reactants needed to synthesize the given product. (1) Given the product [Br:1][C:2]1[CH:7]=[CH:6][C:5]([NH:8][C:9]2[N:14]=[C:13]3[C:15]4[C:16](=[C:20]([C:24]([OH:26])=[O:25])[N:21]([CH3:23])[N:22]=4)[CH2:17][CH2:18][CH2:19][C:12]3=[CH:11][N:10]=2)=[C:4]([O:29][CH3:30])[CH:3]=1, predict the reactants needed to synthesize it. The reactants are: [Br:1][C:2]1[CH:7]=[CH:6][C:5]([NH:8][C:9]2[N:14]=[C:13]3[C:15]4[C:16](=[C:20]([C:24]([O:26]CC)=[O:25])[N:21]([CH3:23])[N:22]=4)[CH2:17][CH2:18][CH2:19][C:12]3=[CH:11][N:10]=2)=[C:4]([O:29][CH3:30])[CH:3]=1.[OH-].[Na+]. (2) Given the product [Br:29][C:19]1[S:20][C:3]2[C:2]([CH3:21])([CH3:1])[C:16]3[C:17]4[N:5]([C:6]5[CH:7]=[CH:8][CH:9]=[CH:10][C:11]=5[C:12]=4[CH:13]=[CH:14][CH:15]=3)[C:4]=2[CH:18]=1, predict the reactants needed to synthesize it. The reactants are: [CH3:1][C:2]1([CH3:21])[C:16]2[C:17]3[N:5]([C:6]4[CH:7]=[CH:8][CH:9]=[CH:10][C:11]=4[C:12]=3[CH:13]=[CH:14][CH:15]=2)[C:4]2[CH:18]=[CH:19][S:20][C:3]1=2.C1C(=O)N([Br:29])C(=O)C1.O. (3) Given the product [CH3:39][O:40][C:41]1[CH:47]=[CH:46][C:44]([NH:45][C:36]([CH:33]2[CH2:32][CH2:31][CH:30]([C:24]3[C:23]4[C:27](=[CH:28][CH:29]=[C:21]([F:20])[CH:22]=4)[NH:26][CH:25]=3)[CH2:35][CH2:34]2)=[O:38])=[CH:43][C:42]=1[N:48]1[CH2:49][CH2:50][N:51]([CH3:54])[CH2:52][CH2:53]1, predict the reactants needed to synthesize it. The reactants are: C(N(CC)CC)C.Cl.C(N=C=NCCCN(C)C)C.[F:20][C:21]1[CH:22]=[C:23]2[C:27](=[CH:28][CH:29]=1)[NH:26][CH:25]=[C:24]2[CH:30]1[CH2:35][CH2:34][CH:33]([C:36]([OH:38])=O)[CH2:32][CH2:31]1.[CH3:39][O:40][C:41]1[CH:47]=[CH:46][C:44]([NH2:45])=[CH:43][C:42]=1[N:48]1[CH2:53][CH2:52][N:51]([CH3:54])[CH2:50][CH2:49]1. (4) Given the product [CH2:16]([O:18][C:19]1[CH:20]=[C:21]([CH:22]2[C:7]([C:1]3[CH:6]=[CH:5][CH:4]=[CH:3][CH:2]=3)=[C:8]([C:10]3[CH:15]=[CH:14][CH:13]=[CH:12][N:11]=3)[NH:34][C:32](=[O:33])[NH:31]2)[CH:24]=[C:25]([N+:28]([O-:30])=[O:29])[C:26]=1[OH:27])[CH3:17], predict the reactants needed to synthesize it. The reactants are: [C:1]1([CH2:7][C:8]([C:10]2[CH:15]=[CH:14][CH:13]=[CH:12][N:11]=2)=O)[CH:6]=[CH:5][CH:4]=[CH:3][CH:2]=1.[CH2:16]([O:18][C:19]1[CH:20]=[C:21]([CH:24]=[C:25]([N+:28]([O-:30])=[O:29])[C:26]=1[OH:27])[CH:22]=O)[CH3:17].[NH2:31][C:32]([NH2:34])=[O:33].Cl. (5) Given the product [O:4]=[C:2]([CH2:11][CH3:12])[C:1]([O:8][CH2:9][CH3:10])=[O:7], predict the reactants needed to synthesize it. The reactants are: [C:1]([O:8][CH2:9][CH3:10])(=[O:7])[C:2]([O:4]CC)=O.[CH2:11]([Mg]Br)[CH3:12].